Dataset: Full USPTO retrosynthesis dataset with 1.9M reactions from patents (1976-2016). Task: Predict the reactants needed to synthesize the given product. (1) Given the product [Cl:22][C:19]1[CH:20]=[CH:21][C:16]([CH2:15][NH:14][C:12]([C:8]2[S:9](=[O:11])(=[O:10])[C:4]3[CH:3]=[C:2]([C:30]#[C:31][CH2:28][OH:29])[S:24][C:5]=3[N:6]([CH3:23])[N:7]=2)=[O:13])=[CH:17][CH:18]=1, predict the reactants needed to synthesize it. The reactants are: Br[C:2]1[S:24][C:5]2[N:6]([CH3:23])[N:7]=[C:8]([C:12]([NH:14][CH2:15][C:16]3[CH:21]=[CH:20][C:19]([Cl:22])=[CH:18][CH:17]=3)=[O:13])[S:9](=[O:11])(=[O:10])[C:4]=2[CH:3]=1.CN([CH:28]=[O:29])C.[CH2:30](N(CC)CC)[CH3:31]. (2) Given the product [O:6]1[CH:7]=[CH:8][CH:9]=[C:5]1[C:3]([C:15]1[CH:16]=[CH:17][C:12]([O:11][CH3:10])=[CH:13][C:14]=1[O:25][CH3:22])([C:15]1[CH:14]=[CH:13][C:12]([O:11][CH3:10])=[CH:17][C:16]=1[O:18][CH3:19])[OH:4], predict the reactants needed to synthesize it. The reactants are: CO[C:3]([C:5]1[O:6][CH:7]=[CH:8][CH:9]=1)=[O:4].[CH3:10][O:11][C:12]1[CH:17]=[C:16]([O:18][CH3:19])[CH:15]=[CH:14][C:13]=1[Mg]Br.[C:22](=[O:25])(O)[O-].[Na+].Cl. (3) The reactants are: [CH3:1][C@@H:2]([C@H:5]([O:13][Si:14]([C:17]([CH3:20])([CH3:19])[CH3:18])([CH3:16])[CH3:15])[C@@H:6]([CH3:12])[C@H:7]([OH:11])[CH:8]=[CH:9][CH3:10])[CH2:3][OH:4].[C:21]1([C:27](Cl)([C:34]2[CH:39]=[CH:38][CH:37]=[CH:36][CH:35]=2)[C:28]2[CH:33]=[CH:32][CH:31]=[CH:30][CH:29]=2)[CH:26]=[CH:25][CH:24]=[CH:23][CH:22]=1. Given the product [C:21]1([C:27]([C:28]2[CH:29]=[CH:30][CH:31]=[CH:32][CH:33]=2)([C:34]2[CH:35]=[CH:36][CH:37]=[CH:38][CH:39]=2)[O:4][CH2:3][C@@H:2]([CH3:1])[C@@H:5]([O:13][Si:14]([C:17]([CH3:20])([CH3:19])[CH3:18])([CH3:16])[CH3:15])[C@@H:6]([CH3:12])[C@H:7]([OH:11])[CH:8]=[CH:9][CH3:10])[CH:22]=[CH:23][CH:24]=[CH:25][CH:26]=1, predict the reactants needed to synthesize it. (4) Given the product [Cl:2][C:3]1[CH:4]=[C:5]([C:13]2[O:17][N:16]=[C:15]([C:18]3[CH:28]=[CH:27][C:21]4[CH2:22][CH2:23][N:24]([CH2:31][CH2:30][C:29]([OH:33])=[O:32])[CH2:25][CH2:26][C:20]=4[CH:19]=3)[N:14]=2)[CH:6]=[CH:7][C:8]=1[O:9][CH:10]([CH3:12])[CH3:11], predict the reactants needed to synthesize it. The reactants are: Cl.[Cl:2][C:3]1[CH:4]=[C:5]([C:13]2[O:17][N:16]=[C:15]([C:18]3[CH:28]=[CH:27][C:21]4[CH2:22][CH2:23][NH:24][CH2:25][CH2:26][C:20]=4[CH:19]=3)[N:14]=2)[CH:6]=[CH:7][C:8]=1[O:9][CH:10]([CH3:12])[CH3:11].[C:29]([O:33]C(C)(C)C)(=[O:32])[CH:30]=[CH2:31].C(N(C(C)C)CC)(C)C. (5) Given the product [CH3:13][N:12]1[C:8]([C:5]2[CH:6]=[CH:7][C:2]([S:18][C:19]3[CH:20]=[C:21]([C:25]4([C:31]([NH2:33])=[O:32])[CH2:30][CH2:29][O:28][CH2:27][CH2:26]4)[CH:22]=[CH:23][CH:24]=3)=[CH:3][CH:4]=2)=[CH:9][CH:10]=[N:11]1, predict the reactants needed to synthesize it. The reactants are: Br[C:2]1[CH:7]=[CH:6][C:5]([C:8]2[N:12]([CH3:13])[N:11]=[CH:10][CH:9]=2)=[CH:4][CH:3]=1.C([Si](C(C)C)(C(C)C)[S:18][C:19]1[CH:20]=[C:21]([C:25]2([C:31]([NH2:33])=[O:32])[CH2:30][CH2:29][O:28][CH2:27][CH2:26]2)[CH:22]=[CH:23][CH:24]=1)(C)C.CC(C)([O-])C.[K+].C1COCC1.Cl. (6) Given the product [CH:1]1([CH2:7][CH2:8][CH2:9][CH2:10][O:11][C:12](=[O:30])[NH:13][C@@H:14]2[C:17](=[O:18])[NH:16][C:15]2([CH3:28])[CH3:29])[CH2:2][CH2:3][CH2:4][CH2:5][CH2:6]1, predict the reactants needed to synthesize it. The reactants are: [CH:1]1([CH2:7][CH2:8][CH2:9][CH2:10][O:11][C:12](=[O:30])[NH:13][C@H:14]2[C:17](=[O:18])[N:16](C([Si](C)(C)C)[Si](C)(C)C)[C:15]2([CH3:29])[CH3:28])[CH2:6][CH2:5][CH2:4][CH2:3][CH2:2]1.O=[N+]([O-])[O-].[O-][N+](=O)[O-].[O-][N+](=O)[O-].[O-][N+](=O)[O-].[O-][N+](=O)[O-].[O-][N+](=O)[O-].[Ce+4].[NH4+].[NH4+].CC(C)=O.C([O-])(O)=O.[Na+].